The task is: Predict the reactants needed to synthesize the given product.. This data is from Full USPTO retrosynthesis dataset with 1.9M reactions from patents (1976-2016). (1) Given the product [CH2:44]1[C:45]2[C:50](=[CH:49][CH:48]=[CH:47][CH:46]=2)[CH2:51][CH:43]1[C@H:33]1[NH:34][C:35](=[O:42])[C@@H:36]([CH:37]([CH2:40][CH3:41])[CH2:38][CH3:39])[N:31]([CH2:30][C:25]2[CH:24]=[CH:29][CH:28]=[CH:27][C:26]=2[N:17]2[CH2:21][CH2:20][CH2:19][C:18]2=[O:22])[C:32]1=[O:52], predict the reactants needed to synthesize it. The reactants are: C(=O)([O-])[O-].[K+].[K+].CN[C@@H]1CCCC[C@H]1NC.[NH:17]1[CH2:21][CH2:20][CH2:19][C:18]1=[O:22].Br[C:24]1[CH:29]=[CH:28][CH:27]=[CH:26][C:25]=1[CH2:30][N:31]1[C@H:36]([CH:37]([CH2:40][CH3:41])[CH2:38][CH3:39])[C:35](=[O:42])[NH:34][C@H:33]([CH:43]2[CH2:51][C:50]3[C:45](=[CH:46][CH:47]=[CH:48][CH:49]=3)[CH2:44]2)[C:32]1=[O:52]. (2) Given the product [OH:10][P:9]([C:14]1[CH:15]=[CH:16][C:17]([OH:20])=[CH:18][CH:19]=1)([OH:11])=[O:8], predict the reactants needed to synthesize it. The reactants are: Br[Si](C)(C)C.C([O:8][P:9]([C:14]1[CH:19]=[CH:18][C:17]([OH:20])=[CH:16][CH:15]=1)([O:11]CC)=[O:10])C. (3) Given the product [NH2:31][C@H:26]1[CH2:27][CH2:28][CH2:29][CH2:30][C@H:25]1[NH:24][C:10]1[N:11]=[C:12]([NH:16][C:17]2[CH:18]=[C:19]([CH3:23])[CH:20]=[CH:21][CH:22]=2)[C:13]2[C:14](=[O:15])[NH:6][CH2:7][C:8]=2[N:9]=1, predict the reactants needed to synthesize it. The reactants are: COC1C=C(OC)C=CC=1C[N:6]1[C:14](=[O:15])[C:13]2[C:12]([NH:16][C:17]3[CH:18]=[C:19]([CH3:23])[CH:20]=[CH:21][CH:22]=3)=[N:11][C:10]([NH:24][C@@H:25]3[CH2:30][CH2:29][CH2:28][CH2:27][C@@H:26]3[NH:31]C(=O)OC(C)(C)C)=[N:9][C:8]=2[CH2:7]1.